From a dataset of Full USPTO retrosynthesis dataset with 1.9M reactions from patents (1976-2016). Predict the reactants needed to synthesize the given product. (1) Given the product [CH3:1][O:2][C:3](=[O:29])[CH2:4][CH2:5][C:6](=[O:28])[C:7]1[CH:12]=[CH:11][C:10]([O:13][CH:14]2[CH2:19][CH2:18][CH2:17][CH2:16][O:15]2)=[CH:9][C:8]=1[B:30]1[O:34][C:33]([CH3:36])([CH3:35])[C:32]([CH3:38])([CH3:37])[O:31]1, predict the reactants needed to synthesize it. The reactants are: [CH3:1][O:2][C:3](=[O:29])[CH2:4][CH2:5][C:6](=[O:28])[C:7]1[CH:12]=[CH:11][C:10]([O:13][CH:14]2[CH2:19][CH2:18][CH2:17][CH2:16][O:15]2)=[CH:9][C:8]=1OS(C(F)(F)F)(=O)=O.[B:30]1([B:30]2[O:34][C:33]([CH3:36])([CH3:35])[C:32]([CH3:38])([CH3:37])[O:31]2)[O:34][C:33]([CH3:36])([CH3:35])[C:32]([CH3:38])([CH3:37])[O:31]1.CC([O-])=O.[K+].N#N. (2) Given the product [C:31]([CH:30]1[CH:17]([C:16]2[CH:19]=[CH:20][C:13]([C:12]([F:22])([F:21])[F:11])=[CH:14][CH:15]=2)[N:1]([C:2]2[CH:3]=[C:4]([CH3:10])[C:5](=[O:9])[N:6]([CH3:8])[CH:7]=2)[C:26](=[O:25])[C:28]1=[O:29])(=[O:32])[CH3:33], predict the reactants needed to synthesize it. The reactants are: [NH2:1][C:2]1[CH:3]=[C:4]([CH3:10])[C:5](=[O:9])[N:6]([CH3:8])[CH:7]=1.[F:11][C:12]([F:22])([F:21])[C:13]1[CH:20]=[CH:19][C:16]([CH:17]=O)=[CH:15][CH:14]=1.CC[O:25][C:26]([C:28]([CH2:30][C:31]([CH3:33])=[O:32])=[O:29])=O. (3) Given the product [OH:14][NH:13][C:10]([C:5]1[C:4]2[CH:3]=[N:2][NH:1][C:9]=2[CH:8]=[CH:7][CH:6]=1)=[NH:11], predict the reactants needed to synthesize it. The reactants are: [NH:1]1[C:9]2[CH:8]=[CH:7][CH:6]=[C:5]([C:10]#[N:11])[C:4]=2[CH:3]=[N:2]1.Cl.[NH2:13][OH:14].C(=O)(O)[O-].[Na+]. (4) Given the product [Cl:23][C:14]1[C:15]([C:18]([F:22])([F:21])[CH2:19][NH2:20])=[N:16][CH:17]=[C:12]([C:5]2[CH:6]=[CH:7][C:2]([F:1])=[CH:3][CH:4]=2)[CH:13]=1, predict the reactants needed to synthesize it. The reactants are: [F:1][C:2]1[CH:7]=[CH:6][C:5](B(O)O)=[CH:4][CH:3]=1.Br[C:12]1[CH:13]=[C:14]([Cl:23])[C:15]([C:18]([F:22])([F:21])[CH2:19][NH2:20])=[N:16][CH:17]=1.C(=O)([O-])[O-].[Cs+].[Cs+]. (5) Given the product [NH2:11][CH:9]1[CH2:10][N:5]([CH2:4][CH:1]2[CH2:3][CH2:2]2)[C:6](=[O:14])[CH2:7][CH2:8]1, predict the reactants needed to synthesize it. The reactants are: [CH:1]1([CH2:4][N:5]2[CH:10]=[C:9]([N+:11]([O-])=O)[CH:8]=[CH:7][C:6]2=[O:14])[CH2:3][CH2:2]1. (6) Given the product [CH2:1]([C:8]1[NH:22][C:11]2[N:12]=[N:13][C:14]([CH2:16][CH2:17][CH2:18][CH2:19][C:20]3[S:27][C:25]([NH2:26])=[N:23][N:21]=3)=[CH:15][C:10]=2[CH:9]=1)[C:2]1[CH:3]=[CH:4][CH:5]=[CH:6][CH:7]=1, predict the reactants needed to synthesize it. The reactants are: [CH2:1]([C:8]1[NH:22][C:11]2[N:12]=[N:13][C:14]([CH2:16][CH2:17][CH2:18][CH2:19][C:20]#[N:21])=[CH:15][C:10]=2[CH:9]=1)[C:2]1[CH:7]=[CH:6][CH:5]=[CH:4][CH:3]=1.[NH:23]([C:25](=[S:27])[NH2:26])N. (7) The reactants are: CN(C)C(N1CC=C(C2NC3N=CN=C(C4C=CC=C(NC(=O)C5C=CC(C(O)(C)C)=CC=5F)C=4C(C4C=CC=CC=4)(C4C=CC=CC=4)O[SiH2]C(C)(C)C)C=3C=2)CC1)=O.[C:60]([O:64][C:65]([N:67]1[CH2:72][CH:71]=[C:70]([C:73]2[NH:90][C:76]3[N:77]=[CH:78][N:79]=[C:80]([C:81]4[CH:86]=[C:85]([F:87])[CH:84]=[C:83]([NH2:88])[C:82]=4[CH3:89])[C:75]=3[CH:74]=2)[CH2:69][CH2:68]1)=[O:66])([CH3:63])([CH3:62])[CH3:61].FC1C=C(C(O)(C)C)C=CC=1C(O)=O.[F:105][S:106]([F:119])([F:118])([F:117])([F:116])[C:107]1[CH:115]=[CH:114][C:110]([C:111](O)=[O:112])=[CH:109][CH:108]=1. Given the product [C:60]([O:64][C:65]([N:67]1[CH2:68][CH:69]=[C:70]([C:73]2[NH:90][C:76]3[N:77]=[CH:78][N:79]=[C:80]([C:81]4[CH:86]=[C:85]([F:87])[CH:84]=[C:83]([NH:88][C:111](=[O:112])[C:110]5[CH:114]=[CH:115][C:107]([S:106]([F:119])([F:105])([F:116])([F:117])[F:118])=[CH:108][CH:109]=5)[C:82]=4[CH3:89])[C:75]=3[CH:74]=2)[CH2:71][CH2:72]1)=[O:66])([CH3:63])([CH3:62])[CH3:61], predict the reactants needed to synthesize it. (8) Given the product [N:27]1[CH:26]=[CH:25][CH:24]=[N:29][C:28]=1[N:3]1[CH2:8][CH2:7][CH2:6][C@@H:5]([NH:9][C:10]2[N:11]=[CH:12][C:13](/[CH:16]=[CH:17]/[C:18]([O:20][CH2:21][CH3:22])=[O:19])=[N:14][CH:15]=2)[CH2:4]1, predict the reactants needed to synthesize it. The reactants are: Cl.Cl.[NH:3]1[CH2:8][CH2:7][CH2:6][C@@H:5]([NH:9][C:10]2[N:11]=[CH:12][C:13](/[CH:16]=[CH:17]/[C:18]([O:20][CH2:21][CH3:22])=[O:19])=[N:14][CH:15]=2)[CH2:4]1.Cl[C:24]1[N:29]=[CH:28][N:27]=[CH:26][CH:25]=1. (9) Given the product [Br:1][C:2]1[CH:7]=[CH:6][C:5]([C:8](=[O:11])[CH:20]([O:24][CH2:25][CH3:26])[O:27][CH2:28][CH3:29])=[CH:4][C:3]=1[F:12], predict the reactants needed to synthesize it. The reactants are: [Br:1][C:2]1[CH:7]=[CH:6][C:5]([C:8](=[O:11])C=O)=[CH:4][C:3]=1[F:12].C1(C)C=CC=CC=1.[CH:20]([O:27][CH2:28][CH3:29])([O:24][CH2:25][CH3:26])OCC.C(=O)(O)[O-].[Na+].